Task: Predict the reaction yield, written as a fraction of the theoretical maximum amount of product (1.0 means a 100% yield; for example, 0.34 means a 34% yield).. Dataset: Reaction yield outcomes from USPTO patents with 853,638 reactions (1) The reactants are P(Br)(Br)([Br:3])=O.[CH3:6][C:7]1[N:8]([S:18]([C:21]2[CH:26]=[CH:25][CH:24]=[CH:23][CH:22]=2)(=[O:20])=[O:19])[C:9]2[C:14]([CH:15]=1)=[C:13]([CH2:16]O)[CH:12]=[CH:11][CH:10]=2.C(=O)(O)[O-].[Na+]. The catalyst is C1COCC1. The product is [Br:3][CH2:16][C:13]1[CH:12]=[CH:11][CH:10]=[C:9]2[C:14]=1[CH:15]=[C:7]([CH3:6])[N:8]2[S:18]([C:21]1[CH:22]=[CH:23][CH:24]=[CH:25][CH:26]=1)(=[O:19])=[O:20]. The yield is 0.540. (2) The product is [F:27][C:22]1[N:21]=[C:20]2[O:15][C:13]([C:12]3[CH:11]=[CH:10][C:9]([NH:8][CH3:18])=[CH:17][CH:16]=3)=[N:26][C:25]2=[CH:24][CH:23]=1. The reactants are C(OC([N:8]([CH3:18])[C:9]1[CH:17]=[CH:16][C:12]([C:13]([OH:15])=O)=[CH:11][CH:10]=1)=O)(C)(C)C.F[C:20]1[C:25]([NH2:26])=[CH:24][CH:23]=[C:22]([F:27])[N:21]=1.CN(C=O)C.C([O-])([O-])=O.[K+].[K+]. The catalyst is ClCCl.N1C=CC=CC=1. The yield is 0.890. (3) The reactants are [F:1][C:2]([F:21])([F:20])[C:3]1[CH:4]=[C:5]([C:9]2[C:17]3[O:16][CH:15]([CH2:18][NH2:19])[CH2:14][C:13]=3[CH:12]=[CH:11][CH:10]=2)[CH:6]=[CH:7][CH:8]=1.C(N(C(C)C)CC)(C)C.Cl[C:32]([O:34][CH2:35][C:36]1[CH:41]=[CH:40][CH:39]=[CH:38][CH:37]=1)=[O:33].C(OC(=O)NCC1CC2C=CC=C(C3CCCC3)C=2O1)C1C=CC=CC=1. No catalyst specified. The product is [CH2:35]([O:34][C:32](=[O:33])[NH:19][CH2:18][CH:15]1[CH2:14][C:13]2[CH:12]=[CH:11][CH:10]=[C:9]([C:5]3[CH:6]=[CH:7][CH:8]=[C:3]([C:2]([F:20])([F:1])[F:21])[CH:4]=3)[C:17]=2[O:16]1)[C:36]1[CH:41]=[CH:40][CH:39]=[CH:38][CH:37]=1. The yield is 0.970. (4) The reactants are [CH2:1]([O:3][C:4](=[O:36])[N:5]([CH:12]([C:20]1[CH:25]=[CH:24][C:23]([O:26]CC2C=CC=CC=2)=[C:22]([O:34][CH3:35])[CH:21]=1)[CH2:13][C:14]1[CH:19]=[CH:18][CH:17]=[CH:16][CH:15]=1)CC(OC)OC)[CH3:2].[C:37](OCC)(=[O:39])C.CCCCCC. The catalyst is C(OCC)(=O)C.C(O)C.[Pd]. The product is [CH2:1]([O:3][C:4](=[O:36])[NH:5][CH:12]([C:20]1[CH:25]=[CH:24][C:23]([OH:26])=[C:22]([O:34][CH3:35])[CH:21]=1)[CH2:13][C:14]1[CH:19]=[CH:18][CH:17]=[C:16]([O:39][CH3:37])[CH:15]=1)[CH3:2]. The yield is 0.560. (5) The reactants are [C:1]([OH:6])(=[O:5])[C:2]([CH3:4])=[CH2:3].C(N([CH2:12][CH3:13])CC)C. No catalyst specified. The product is [C:1]([OH:6])(=[O:5])[C:2]([CH3:4])=[CH2:3].[C:1]1(=[O:6])[O:5][CH:2]1[CH2:12][CH3:13]. The yield is 0.856. (6) The reactants are Br[C:2]1[CH:3]=[N+:4]([O-:11])[CH:5]=[CH:6][C:7]=1[N+:8]([O-:10])=[O:9].[O:12]1[CH2:15][CH:14]([N:16]2[CH2:21][CH2:20][NH:19][CH2:18][CH2:17]2)[CH2:13]1. The catalyst is CCO. The product is [N+:8]([C:7]1[CH:6]=[CH:5][N+:4]([O-:11])=[CH:3][C:2]=1[N:19]1[CH2:20][CH2:21][N:16]([CH:14]2[CH2:15][O:12][CH2:13]2)[CH2:17][CH2:18]1)([O-:10])=[O:9]. The yield is 0.860.